Dataset: Reaction yield outcomes from USPTO patents with 853,638 reactions. Task: Predict the reaction yield, written as a fraction of the theoretical maximum amount of product (1.0 means a 100% yield; for example, 0.34 means a 34% yield). The reactants are Cl[C:2]1[N:7]2[N:8]=[CH:9][CH:10]=[C:6]2[N:5]=[C:4]([NH:11][C:12](=[O:23])[C:13]2[CH:18]=[CH:17][C:16]([C:19]([OH:22])([CH3:21])[CH3:20])=[CH:15][CH:14]=2)[CH:3]=1.[CH3:24][CH:25]1[CH2:30][NH:29][CH:28]([CH3:31])[CH2:27][NH:26]1. The catalyst is CN1C(=O)CCC1.CS(C)=O.CO. The product is [CH3:24][CH:25]1[CH2:30][NH:29][CH:28]([CH3:31])[CH2:27][N:26]1[C:2]1[N:7]2[N:8]=[CH:9][CH:10]=[C:6]2[N:5]=[C:4]([NH:11][C:12](=[O:23])[C:13]2[CH:18]=[CH:17][C:16]([C:19]([OH:22])([CH3:21])[CH3:20])=[CH:15][CH:14]=2)[CH:3]=1. The yield is 0.660.